From a dataset of Reaction yield outcomes from USPTO patents with 853,638 reactions. Predict the reaction yield, written as a fraction of the theoretical maximum amount of product (1.0 means a 100% yield; for example, 0.34 means a 34% yield). (1) The product is [NH2:29][C:25]1[N:24]=[C:23]([C:20]2[S:19][C:18]3[CH:30]=[CH:31][C:15]([NH:14][C:37](=[O:39])[C:36]4[CH:40]=[C:41]([O:45][CH3:46])[C:42]([O:43][CH3:44])=[C:34]([O:33][CH3:32])[CH:35]=4)=[CH:16][C:17]=3[C:21]=2[CH3:22])[CH:28]=[CH:27][N:26]=1. The catalyst is O. The reactants are C1(C(=[N:14][C:15]2[CH:31]=[CH:30][C:18]3[S:19][C:20]([C:23]4[CH:28]=[CH:27][N:26]=[C:25]([NH2:29])[N:24]=4)=[C:21]([CH3:22])[C:17]=3[CH:16]=2)C2C=CC=CC=2)C=CC=CC=1.[CH3:32][O:33][C:34]1[CH:35]=[C:36]([CH:40]=[C:41]([O:45][CH3:46])[C:42]=1[O:43][CH3:44])[C:37]([OH:39])=O.C(N(CC)CC)C.CN(C(ON1N=NC2C=CC=NC1=2)=[N+](C)C)C.F[P-](F)(F)(F)(F)F. The yield is 0.760. (2) The reactants are Br[C:2]1[CH:22]=[CH:21][C:5]([O:6][CH2:7][C@H:8]2[CH2:13][CH2:12][C@H:11]([O:14][CH:15]3[CH2:20][CH2:19][CH2:18][CH2:17][O:16]3)[CH2:10][CH2:9]2)=[CH:4][C:3]=1[F:23].[B:24]1([B:24]2[O:28][C:27]([CH3:30])([CH3:29])[C:26]([CH3:32])([CH3:31])[O:25]2)[O:28][C:27]([CH3:30])([CH3:29])[C:26]([CH3:32])([CH3:31])[O:25]1.CC1(C)C(C)(C)OB(C2C=CC(OC[C@@H]3CC[C@H](OC4CCCCO4)CC3)=CC=2)O1. No catalyst specified. The product is [F:23][C:3]1[CH:4]=[C:5]([CH:21]=[CH:22][C:2]=1[B:24]1[O:28][C:27]([CH3:30])([CH3:29])[C:26]([CH3:32])([CH3:31])[O:25]1)[O:6][CH2:7][C@H:8]1[CH2:13][CH2:12][C@H:11]([O:14][CH:15]2[CH2:20][CH2:19][CH2:18][CH2:17][O:16]2)[CH2:10][CH2:9]1. The yield is 0.371. (3) The reactants are [CH2:1]([NH:3][C:4]1[C:5]([CH2:12][O:13][CH2:14][O:15][CH3:16])=[N:6][C:7]([O:10][CH3:11])=[CH:8][CH:9]=1)[CH3:2].[CH:17]1([CH:22]=O)[CH2:21][CH2:20][CH2:19][CH2:18]1.C(O[BH-](OC(=O)C)OC(=O)C)(=O)C.[Na+].O. The catalyst is ClCCCl. The product is [CH:17]1([CH2:22][N:3]([CH2:1][CH3:2])[C:4]2[C:5]([CH2:12][O:13][CH2:14][O:15][CH3:16])=[N:6][C:7]([O:10][CH3:11])=[CH:8][CH:9]=2)[CH2:18][CH2:19][CH2:20][CH2:21]1. The yield is 0.860. (4) The reactants are [NH2:1][C:2]([CH3:10])([CH3:9])[CH2:3][NH:4][S:5]([CH3:8])(=[O:7])=[O:6].[Cl:11][C:12]1[N:17]=[C:16](Cl)[C:15]([Cl:19])=[CH:14][N:13]=1.CCN(CC)CC. The catalyst is C1COCC1. The product is [Cl:11][C:12]1[N:17]=[C:16]([NH:1][C:2]([CH3:10])([CH3:9])[CH2:3][NH:4][S:5]([CH3:8])(=[O:7])=[O:6])[C:15]([Cl:19])=[CH:14][N:13]=1. The yield is 0.480. (5) The reactants are [CH2:1]([C:8]([C:10]([F:13])([F:12])[F:11])=O)[C:2]([C:4]([F:7])([F:6])[F:5])=O.Cl.[N+:15]([C:18]1[CH:19]=[C:20]([NH:24][NH2:25])[CH:21]=[CH:22][CH:23]=1)([O-:17])=[O:16]. No catalyst specified. The product is [F:11][C:10]([F:13])([F:12])[C:8]1[CH:1]=[C:2]([C:4]([F:7])([F:6])[F:5])[N:24]([C:20]2[CH:21]=[CH:22][CH:23]=[C:18]([N+:15]([O-:17])=[O:16])[CH:19]=2)[N:25]=1. The yield is 0.940. (6) The reactants are [Br:1][C:2]([Br:14])=[CH:3][C:4]1[CH:9]=[CH:8][CH:7]=[C:6]([CH3:10])[C:5]=1[N+:11]([O-])=O. The catalyst is CC(O)=O.CCO.[Fe]. The product is [Br:1][C:2]([Br:14])=[CH:3][C:4]1[CH:9]=[CH:8][CH:7]=[C:6]([CH3:10])[C:5]=1[NH2:11]. The yield is 0.950.